Dataset: Full USPTO retrosynthesis dataset with 1.9M reactions from patents (1976-2016). Task: Predict the reactants needed to synthesize the given product. (1) Given the product [CH2:17]([N:24]1[CH2:28][CH2:27][C:26]([C:2]2[CH:7]=[CH:6][C:5]([F:8])=[CH:4][C:3]=2[F:9])([OH:29])[CH2:25]1)[C:18]1[CH:19]=[CH:20][CH:21]=[CH:22][CH:23]=1, predict the reactants needed to synthesize it. The reactants are: Br[C:2]1[CH:7]=[CH:6][C:5]([F:8])=[CH:4][C:3]=1[F:9].C([Li])CCCCC.[CH2:17]([N:24]1[CH2:28][CH2:27][C:26](=[O:29])[CH2:25]1)[C:18]1[CH:23]=[CH:22][CH:21]=[CH:20][CH:19]=1. (2) Given the product [CH2:1]([OH:9])[CH2:2][CH2:3][CH2:4][CH2:5][CH2:6][CH2:7][CH3:8].[OH2:12], predict the reactants needed to synthesize it. The reactants are: [CH2:1]([OH:9])[CH2:2][CH2:3][CH2:4][CH2:5][CH2:6][CH2:7][CH3:8].C([O-])(=[O:12])C.P([O-])([O-])([O-])=O. (3) Given the product [CH3:14][O:15][C:16]([CH:18]1[C:23](=[O:24])[CH2:22][CH2:21][N:20]([C:11]([CH:2]2[O:1][C:6]3[CH:7]=[CH:8][CH:9]=[CH:10][C:5]=3[O:4][CH2:3]2)=[O:12])[CH2:19]1)=[O:17], predict the reactants needed to synthesize it. The reactants are: [O:1]1[C:6]2[CH:7]=[CH:8][CH:9]=[CH:10][C:5]=2[O:4][CH2:3][CH:2]1[C:11](Cl)=[O:12].[CH3:14][O:15][C:16]([CH:18]1[C:23](=[O:24])[CH2:22][CH2:21][NH:20][CH2:19]1)=[O:17].C(N(CC)CC)C.[OH-].[Na+].